Dataset: Reaction yield outcomes from USPTO patents with 853,638 reactions. Task: Predict the reaction yield, written as a fraction of the theoretical maximum amount of product (1.0 means a 100% yield; for example, 0.34 means a 34% yield). (1) The catalyst is CCO.CCOC(C)=O. The product is [C:1]([O:4][CH2:5][CH2:6][CH2:7][CH2:8][CH2:9][CH2:10][CH2:11][CH2:12][CH2:13][CH2:14][CH2:15][CH2:16][CH2:17][CH2:18][CH2:19][CH2:20][CH2:21][OH:22])(=[O:3])[CH3:2]. The yield is 0.910. The reactants are [C:1]([O:4][CH2:5][CH2:6][CH2:7][CH2:8][CH2:9][CH2:10][CH2:11][CH2:12][CH2:13][CH2:14][CH2:15][CH2:16][CH2:17][CH2:18][CH2:19][CH2:20][CH2:21][O:22]C1CCCCO1)(=[O:3])[CH3:2].CC1C=CC(S([O-])(=O)=O)=CC=1.C1C=C[NH+]=CC=1. (2) The catalyst is CCOC(C)=O. The yield is 0.470. The product is [CH3:25][N:5]1[C:6]([C:7]2[CH:12]=[C:11]([C@@H:13]([NH:17][C:18](=[O:24])[O:19][C:20]([CH3:21])([CH3:23])[CH3:22])[CH2:14][CH:15]=[CH2:16])[CH:10]=[CH:9][N:8]=2)=[C:2]([NH:1][C:28](=[O:29])[C@H:27]([CH3:26])[CH:31]=[CH2:32])[CH:3]=[N:4]1. The reactants are [NH2:1][C:2]1[CH:3]=[N:4][N:5]([CH3:25])[C:6]=1[C:7]1[CH:12]=[C:11]([C@@H:13]([NH:17][C:18](=[O:24])[O:19][C:20]([CH3:23])([CH3:22])[CH3:21])[CH2:14][CH:15]=[CH2:16])[CH:10]=[CH:9][N:8]=1.[CH3:26][C@H:27]([CH:31]=[CH2:32])[C:28](O)=[O:29].N1C=CC=CC=1.C(P1(=O)OP(CCC)(=O)OP(CCC)(=O)O1)CC. (3) The reactants are [CH:1]([C:3]1[CH:11]=[CH:10][C:6]([C:7]([OH:9])=O)=[CH:5][CH:4]=1)=[O:2].C(N(CC)CC)C.Cl.CN(C)CCCN=C=NCC.[CH2:31]([N:38]1[CH2:43][CH2:42][CH:41]([NH2:44])[CH2:40][CH2:39]1)[C:32]1[CH:37]=[CH:36][CH:35]=[CH:34][CH:33]=1. The catalyst is ClCCl. The product is [CH2:31]([N:38]1[CH2:43][CH2:42][CH:41]([NH:44][C:7](=[O:9])[C:6]2[CH:5]=[CH:4][C:3]([CH:1]=[O:2])=[CH:11][CH:10]=2)[CH2:40][CH2:39]1)[C:32]1[CH:33]=[CH:34][CH:35]=[CH:36][CH:37]=1. The yield is 0.800. (4) The reactants are [Cl:1][C:2]1[CH:7]=[CH:6][C:5]([C:8]([NH2:11])([CH3:10])[CH3:9])=[CH:4][CH:3]=1.CN(C(ON1N=NC2C=CC=NC1=2)=[N+](C)C)C.F[P-](F)(F)(F)(F)F.CCN(C(C)C)C(C)C.[F:45][C:46]1[CH:51]=[CH:50][C:49]([C:52]2[O:53][C:54]3[CH:64]=[CH:63][C:62]([C:65]4[CH:66]=[C:67]([CH:71]=[CH:72][CH:73]=4)[C:68](O)=[O:69])=[CH:61][C:55]=3[C:56]=2[C:57](=[O:60])[NH:58][CH3:59])=[CH:48][CH:47]=1. The catalyst is CN(C=O)C.CCOC(C)=O. The product is [Cl:1][C:2]1[CH:3]=[CH:4][C:5]([C:8]([NH:11][C:68]([C:67]2[CH:66]=[C:65]([C:62]3[CH:63]=[CH:64][C:54]4[O:53][C:52]([C:49]5[CH:50]=[CH:51][C:46]([F:45])=[CH:47][CH:48]=5)=[C:56]([C:57]([NH:58][CH3:59])=[O:60])[C:55]=4[CH:61]=3)[CH:73]=[CH:72][CH:71]=2)=[O:69])([CH3:9])[CH3:10])=[CH:6][CH:7]=1. The yield is 0.570. (5) The reactants are [Br:1][C:2]1[N:3]=[C:4]([C:9]#[C:10][Si](C)(C)C)[C:5]([NH2:8])=[N:6][CH:7]=1.[H-].[Na+].[C:17]1([CH3:27])[CH:22]=[CH:21][C:20]([S:23](Cl)(=[O:25])=[O:24])=[CH:19][CH:18]=1. The catalyst is CN(C=O)C. The product is [Br:1][C:2]1[N:3]=[C:4]2[CH:9]=[CH:10][N:8]([S:23]([C:20]3[CH:21]=[CH:22][C:17]([CH3:27])=[CH:18][CH:19]=3)(=[O:25])=[O:24])[C:5]2=[N:6][CH:7]=1. The yield is 0.520. (6) The reactants are I[C:2]1[CH:3]=[C:4]([CH:10]=[CH:11][C:12]=1[O:13][CH2:14]/[CH:15]=[CH:16]/[CH2:17][C:18]1[CH:23]=[CH:22][CH:21]=[CH:20][CH:19]=1)[C:5]([O:7][CH2:8][CH3:9])=[O:6].CC(N=NC(C#N)(C)C)(C#N)C.C1C=CC=CC=1. No catalyst specified. The product is [C:18]1([CH2:17][CH2:16][CH:15]2[C:2]3[CH:3]=[C:4]([C:5]([O:7][CH2:8][CH3:9])=[O:6])[CH:10]=[CH:11][C:12]=3[O:13][CH2:14]2)[CH:23]=[CH:22][CH:21]=[CH:20][CH:19]=1. The yield is 0.970. (7) The reactants are [OH:1][C:2]([C:55]1[S:56][CH:57]=[CH:58][CH:59]=1)([C:50]1[S:51][CH:52]=[CH:53][CH:54]=1)[C:3]([O:5][C@H:6]1[CH2:11][CH2:10][C@H:9]([N:12]([CH2:14][CH2:15][CH2:16][N:17]2[C:21]3[CH:22]=[CH:23][C:24]([CH2:26][NH:27][CH2:28][C@H:29]([O:42][Si](C(C)(C)C)(C)C)[C:30]4[CH:39]=[CH:38][C:37]([OH:40])=[C:36]5[C:31]=4[CH:32]=[CH:33][C:34](=[O:41])[NH:35]5)=[CH:25][C:20]=3N=N2)[CH3:13])[CH2:8][CH2:7]1)=[O:4].[FH:60].F.F.[CH2:63](N(CC)CC)[CH3:64].C(#N)C. The catalyst is C1COCC1. The product is [FH:60].[FH:60].[OH:1][C:2]([C:50]1[S:51][CH:52]=[CH:53][CH:54]=1)([C:55]1[S:56][CH:57]=[CH:58][CH:59]=1)[C:3]([O:5][C@H:6]1[CH2:7][CH2:8][C@H:9]([N:12]([CH2:14][CH2:15][CH2:16][N:17]2[C:21]3[C:20](=[CH:25][C:24]([CH2:26][NH:27][CH2:28][C@H:29]([OH:42])[C:30]4[CH:39]=[CH:38][C:37]([OH:40])=[C:36]5[C:31]=4[CH:32]=[CH:33][C:34](=[O:41])[NH:35]5)=[CH:23][CH:22]=3)[CH:64]=[CH:63]2)[CH3:13])[CH2:10][CH2:11]1)=[O:4]. The yield is 0.920. (8) The reactants are C(N(CC)CC)C.[OH:8][C:9]1[C:16]([CH3:17])=[CH:15][C:12]([CH2:13][OH:14])=[CH:11][C:10]=1[CH3:18].[CH3:19][C:20]([Si:23](Cl)([CH3:25])[CH3:24])([CH3:22])[CH3:21]. The catalyst is C(Cl)Cl. The product is [Si:23]([O:14][CH2:13][C:12]1[CH:11]=[C:10]([CH3:18])[C:9]([OH:8])=[C:16]([CH3:17])[CH:15]=1)([C:20]([CH3:22])([CH3:21])[CH3:19])([CH3:25])[CH3:24]. The yield is 0.860.